From a dataset of Full USPTO retrosynthesis dataset with 1.9M reactions from patents (1976-2016). Predict the reactants needed to synthesize the given product. The reactants are: [CH3:1][NH:2][C:3](=[O:44])[CH:4]([N:12]1[C:18](=[O:19])[CH:17]([NH:20][C:21](=[O:39])[CH:22](Br)[CH2:23][CH2:24][CH2:25][CH2:26][N:27]2[C:31](=[O:32])[C:30]3=[CH:33][CH:34]=[CH:35][CH:36]=[C:29]3[C:28]2=[O:37])[CH2:16][C:15]2[CH:40]=[CH:41][CH:42]=[CH:43][C:14]=2[CH2:13]1)[CH2:5][C:6]1[CH:11]=[CH:10][CH:9]=[CH:8][CH:7]=1.[CH3:45][O:46][C:47]1[CH:54]=[CH:53][C:50]([CH2:51][SH:52])=[CH:49][CH:48]=1. Given the product [CH3:1][NH:2][C:3](=[O:44])[CH:4]([N:12]1[C:18](=[O:19])[CH:17]([NH:20][C:21](=[O:39])[CH:22]([S:52][CH2:51][C:50]2[CH:53]=[CH:54][C:47]([O:46][CH3:45])=[CH:48][CH:49]=2)[CH2:23][CH2:24][CH2:25][CH2:26][N:27]2[C:31](=[O:32])[C:30]3=[CH:33][CH:34]=[CH:35][CH:36]=[C:29]3[C:28]2=[O:37])[CH2:16][C:15]2[CH:40]=[CH:41][CH:42]=[CH:43][C:14]=2[CH2:13]1)[CH2:5][C:6]1[CH:11]=[CH:10][CH:9]=[CH:8][CH:7]=1, predict the reactants needed to synthesize it.